Dataset: Forward reaction prediction with 1.9M reactions from USPTO patents (1976-2016). Task: Predict the product of the given reaction. (1) Given the reactants [CH:1]1([C:6]([N:8]2[CH2:13][CH:12]([C:14]3[CH:19]=[CH:18][C:17]([CH2:20][CH3:21])=[CH:16][CH:15]=3)[CH2:11][CH:10]([C:22](O)=[O:23])[CH2:9]2)=[O:7])[CH2:5][CH2:4][CH2:3][CH2:2]1.[CH3:25][O:26][C:27]1[CH:28]=[C:29]([CH:31]=[CH:32][CH:33]=1)[NH2:30], predict the reaction product. The product is: [CH:1]1([C:6]([N:8]2[CH2:13][CH:12]([C:14]3[CH:15]=[CH:16][C:17]([CH2:20][CH3:21])=[CH:18][CH:19]=3)[CH2:11][CH:10]([C:22]([NH:30][C:29]3[CH:31]=[CH:32][CH:33]=[C:27]([O:26][CH3:25])[CH:28]=3)=[O:23])[CH2:9]2)=[O:7])[CH2:2][CH2:3][CH2:4][CH2:5]1. (2) Given the reactants N#N.C([SiH2][O:8][C:9](C)(C)[C:10]1[O:11][C:12]([C:15](=[O:17])[CH3:16])=[CH:13][N:14]=1)(C)(C)C.[CH2:20](O)[CH2:21][OH:22].COC(OC)OC, predict the reaction product. The product is: [CH3:16][C:15]1([C:12]2[O:11][C:10]([CH2:9][OH:8])=[N:14][CH:13]=2)[O:17][CH2:20][CH2:21][O:22]1. (3) Given the reactants [OH:1][CH:2]([CH2:16][CH2:17][CH2:18][CH2:19][CH2:20][CH3:21])[CH2:3][CH2:4][CH2:5][CH2:6][CH2:7][CH2:8][CH2:9][CH2:10][CH2:11][CH2:12][C:13]([OH:15])=[O:14].O.[OH-].[Li+:24], predict the reaction product. The product is: [OH:1][CH:2]([CH2:16][CH2:17][CH2:18][CH2:19][CH2:20][CH3:21])[CH2:3][CH2:4][CH2:5][CH2:6][CH2:7][CH2:8][CH2:9][CH2:10][CH2:11][CH2:12][C:13]([O-:15])=[O:14].[Li+:24]. (4) Given the reactants Cl.[NH2:2][C@@H:3]1[CH2:8][CH2:7][C@H:6]([NH:9][C:10]([C:12]2[C:16]3[N:17]=[CH:18][N:19]=[C:20]([C:21]4[CH:26]=[C:25]([CH3:27])[C:24]([F:28])=[CH:23][C:22]=4[O:29][CH2:30][CH:31]4[CH2:33][CH2:32]4)[C:15]=3[NH:14][C:13]=2[CH3:34])=[O:11])[CH2:5][CH2:4]1.C([O:38][C@@H:39]([CH3:43])[C:40](Cl)=[O:41])(=O)C, predict the reaction product. The product is: [CH:31]1([CH2:30][O:29][C:22]2[CH:23]=[C:24]([F:28])[C:25]([CH3:27])=[CH:26][C:21]=2[C:20]2[C:15]3[NH:14][C:13]([CH3:34])=[C:12]([C:10]([NH:9][C@H:6]4[CH2:7][CH2:8][C@H:3]([NH:2][C:40](=[O:41])[C@@H:39]([OH:38])[CH3:43])[CH2:4][CH2:5]4)=[O:11])[C:16]=3[N:17]=[CH:18][N:19]=2)[CH2:32][CH2:33]1. (5) The product is: [F:27][CH:2]([F:1])[O:3][C:4]1[CH:5]=[C:6]([C:11]2[O:12][CH:13]=[C:14]([CH2:16][CH2:17][C:18]([C:20]3[C:25]([CH3:26])=[CH:24][CH:23]=[CH:22][N:21]=3)=[O:19])[N:15]=2)[CH:7]=[CH:8][C:9]=1[O:10][CH2:29][CH2:30][CH3:31]. Given the reactants [F:1][CH:2]([F:27])[O:3][C:4]1[CH:5]=[C:6]([C:11]2[O:12][CH:13]=[C:14]([CH2:16][CH2:17][C:18]([C:20]3[C:25]([CH3:26])=[CH:24][CH:23]=[CH:22][N:21]=3)=[O:19])[N:15]=2)[CH:7]=[CH:8][C:9]=1[OH:10].Br[CH2:29][CH2:30][CH3:31], predict the reaction product. (6) Given the reactants [F:1][C:2]([F:25])([F:24])[C:3]1[CH:4]=[C:5]([C:9]2[CH:10]=[CH:11][C:12]3[S:19](=[O:21])(=[O:20])[N:18]4[CH2:22][C@H:15]([CH2:16][CH2:17]4)[NH:14][C:13]=3[N:23]=2)[CH:6]=[CH:7][CH:8]=1.[H-].[Na+].[F:28][C:29]1[CH:30]=[C:31]([NH:35][C:36](=O)[O:37]C2C=CC=CC=2)[CH:32]=[N:33][CH:34]=1.O, predict the reaction product. The product is: [F:28][C:29]1[CH:30]=[C:31]([NH:35][C:36]([N:14]2[C:13]3[N:23]=[C:9]([C:5]4[CH:6]=[CH:7][CH:8]=[C:3]([C:2]([F:1])([F:24])[F:25])[CH:4]=4)[CH:10]=[CH:11][C:12]=3[S:19](=[O:21])(=[O:20])[N:18]3[CH2:22][C@@H:15]2[CH2:16][CH2:17]3)=[O:37])[CH:32]=[N:33][CH:34]=1.